Dataset: Forward reaction prediction with 1.9M reactions from USPTO patents (1976-2016). Task: Predict the product of the given reaction. Given the reactants [Br:1][C:2]1[CH:3]=[CH:4][C:5]2[O:9][C:8]([C:10]([NH2:12])=[O:11])=[C:7]([NH:13][C:14](=[O:17])[CH2:15][Cl:16])[C:6]=2[CH:18]=1.N[C:20]1C2C=C(Br)C=C(C)C=2OC=1C(N)=O.BrC1C=CC2OC(C(=O)N)=C(NC(C3CCCN3C(OC(C)(C)C)=O)=O)C=2C=1, predict the reaction product. The product is: [Br:1][C:2]1[CH:3]=[C:4]([CH3:20])[C:5]2[O:9][C:8]([C:10]([NH2:12])=[O:11])=[C:7]([NH:13][C:14](=[O:17])[CH2:15][Cl:16])[C:6]=2[CH:18]=1.